Dataset: Full USPTO retrosynthesis dataset with 1.9M reactions from patents (1976-2016). Task: Predict the reactants needed to synthesize the given product. (1) Given the product [NH2:10][C:6]1[C:5]2[N:11]=[C:12]([CH2:27][O:28][N:29]=[C:30]([CH3:31])[CH3:32])[N:13]([CH2:14][CH2:15][CH2:16][CH2:17][NH:18][C:19](=[O:26])[C:20]3[CH:25]=[CH:24][CH:23]=[CH:22][CH:21]=3)[C:4]=2[C:3]([CH3:33])=[C:2]([CH3:1])[N:7]=1, predict the reactants needed to synthesize it. The reactants are: [CH3:1][C:2]1[N:7]2N=N[N:10]=[C:6]2[C:5]2[N:11]=[C:12]([CH2:27][O:28][N:29]=[C:30]([CH3:32])[CH3:31])[N:13]([CH2:14][CH2:15][CH2:16][CH2:17][NH:18][C:19](=[O:26])[C:20]3[CH:25]=[CH:24][CH:23]=[CH:22][CH:21]=3)[C:4]=2[C:3]=1[CH3:33].C1(P(C2C=CC=CC=2)C2C=CC=CC=2)C=CC=CC=1. (2) The reactants are: C[N:2]1CCN(C2C=CC(NC3C4[N:17]([N:29]=[CH:30]N=4)[C:18]([C:21]4C=C(C(N)=O)SC=4)=[CH:19]N=3)=CC=2)CC1.Br[C:33]1[N:38]2[N:39]=[CH:40][N:41]=[C:37]2[C:36]([NH:42][C:43]2[CH:48]=[CH:47][C:46]([N:49]3[CH2:54][CH2:53][O:52][CH2:51][CH2:50]3)=[CH:45][CH:44]=2)=[N:35][CH:34]=1.CC1NN=CC=1B1OC(C)(C)C(C)(C)O1.C([O-])([O-])=O.[Na+].[Na+]. Given the product [NH3:2].[CH3:19][C:18]1[NH:17][N:29]=[CH:30][C:21]=1[C:33]1[N:38]2[N:39]=[CH:40][N:41]=[C:37]2[C:36]([NH:42][C:43]2[CH:48]=[CH:47][C:46]([N:49]3[CH2:54][CH2:53][O:52][CH2:51][CH2:50]3)=[CH:45][CH:44]=2)=[N:35][CH:34]=1, predict the reactants needed to synthesize it. (3) The reactants are: [NH2:1][C:2]1[C:3]([CH3:29])=[C:4]([C:8]2[C:20]3[C:19]4[CH:18]=[CH:17][C:16]([O:21][CH2:22][CH2:23][O:24][CH3:25])=[CH:15][C:14]=4[NH:13][C:12]=3[C:11]([C:26]([NH2:28])=[O:27])=[N:10][N:9]=2)[CH:5]=[CH:6][CH:7]=1.COC(OC)OC.[NH:37]1[C:42]2[CH:43]=[CH:44][CH:45]=[CH:46][C:41]=2[C:40](=O)[O:39][C:38]1=O.O.O.O.O.O.O.[N+]([O-])([O-])=O.[La+3].[N+]([O-])([O-])=O.[N+]([O-])([O-])=O. Given the product [CH3:25][O:24][CH2:23][CH2:22][O:21][C:16]1[CH:17]=[CH:18][C:19]2[C:20]3[C:8]([C:4]4[CH:5]=[CH:6][CH:7]=[C:2]([N:1]5[C:40](=[O:39])[C:41]6[C:42](=[CH:43][CH:44]=[CH:45][CH:46]=6)[N:37]=[CH:38]5)[C:3]=4[CH3:29])=[N:9][N:10]=[C:11]([C:26]([NH2:28])=[O:27])[C:12]=3[NH:13][C:14]=2[CH:15]=1, predict the reactants needed to synthesize it. (4) Given the product [Cl:1][C:2]1[C:3]2[N:4]([C:8]([C:18](=[O:19])[C:20]#[CH:21])=[C:9]([C:11]3[CH:16]=[CH:15][C:14]([F:17])=[CH:13][CH:12]=3)[N:10]=2)[CH:5]=[CH:6][CH:7]=1, predict the reactants needed to synthesize it. The reactants are: [Cl:1][C:2]1[C:3]2[N:4]([C:8]([CH:18]=[O:19])=[C:9]([C:11]3[CH:16]=[CH:15][C:14]([F:17])=[CH:13][CH:12]=3)[N:10]=2)[CH:5]=[CH:6][CH:7]=1.[C:20]([Mg]Br)#[CH:21].O. (5) Given the product [Cl:22][C:23]1[C:28]([C:29]([NH:12][C:9]2[CH:10]=[CH:11][C:6]([C:2]3[NH:1][CH:5]=[CH:4][N:3]=3)=[CH:7][CH:8]=2)=[O:30])=[CH:27][CH:26]=[CH:25][N:24]=1, predict the reactants needed to synthesize it. The reactants are: [NH:1]1[CH:5]=[CH:4][N:3]=[C:2]1[C:6]1[CH:11]=[CH:10][C:9]([NH2:12])=[CH:8][CH:7]=1.CCN(C(C)C)C(C)C.[Cl:22][C:23]1[C:28]([C:29](Cl)=[O:30])=[CH:27][CH:26]=[CH:25][N:24]=1.C(O)C(N)(CO)CO.